From a dataset of Peptide-MHC class II binding affinity with 134,281 pairs from IEDB. Regression. Given a peptide amino acid sequence and an MHC pseudo amino acid sequence, predict their binding affinity value. This is MHC class II binding data. (1) The peptide sequence is NLLQERLKKLKSEHG. The MHC is DRB1_1101 with pseudo-sequence DRB1_1101. The binding affinity (normalized) is 0.574. (2) The binding affinity (normalized) is 0.227. The MHC is DRB1_0401 with pseudo-sequence DRB1_0401. The peptide sequence is LSIPISINYRTEIDK. (3) The peptide sequence is PEQIQLLKKAFDAFD. The MHC is HLA-DPA10201-DPB10101 with pseudo-sequence HLA-DPA10201-DPB10101. The binding affinity (normalized) is 0.299. (4) The peptide sequence is GRKTRSAYERMCNIL. The MHC is DRB1_1302 with pseudo-sequence DRB1_1302. The binding affinity (normalized) is 0.0468. (5) The peptide sequence is MAFQEMENFLGPIAV. The MHC is DRB3_0101 with pseudo-sequence DRB3_0101. The binding affinity (normalized) is 0.345. (6) The peptide sequence is RNEVVNDVSTYASGK. The MHC is HLA-DQA10102-DQB10602 with pseudo-sequence HLA-DQA10102-DQB10602. The binding affinity (normalized) is 0.472. (7) The peptide sequence is QYMRADQAAGGLR. The MHC is DRB1_0404 with pseudo-sequence DRB1_0404. The binding affinity (normalized) is 0.